From a dataset of Reaction yield outcomes from USPTO patents with 853,638 reactions. Predict the reaction yield, written as a fraction of the theoretical maximum amount of product (1.0 means a 100% yield; for example, 0.34 means a 34% yield). (1) The reactants are [C:1]([O:4][C:5]([CH3:8])([CH3:7])[CH3:6])(=[O:3])[CH3:2].C[Si]([N-][Si](C)(C)C)(C)C.[Li+].[C:19]([C:22]1[C:23]([NH:29][C:30](=[O:35])[C:31]([CH3:34])([CH3:33])[CH3:32])=[N:24][C:25]([Cl:28])=[CH:26][CH:27]=1)(=[O:21])[CH3:20]. The catalyst is C1COCC1. The product is [C:5]([O:4][C:1](=[O:3])[CH2:2][C:19]([C:22]1[C:23]([NH:29][C:30](=[O:35])[C:31]([CH3:34])([CH3:33])[CH3:32])=[N:24][C:25]([Cl:28])=[CH:26][CH:27]=1)([OH:21])[CH3:20])([CH3:8])([CH3:7])[CH3:6]. The yield is 0.750. (2) The reactants are Br[C:2]1[CH:3]=[C:4]([C:8](=[O:10])[CH3:9])[CH:5]=[CH:6][CH:7]=1.[O:11]1[CH2:15][CH2:14][NH:13][C:12]1=[O:16]. No catalyst specified. The product is [C:8]([C:4]1[CH:3]=[C:2]([N:13]2[CH2:14][CH2:15][O:11][C:12]2=[O:16])[CH:7]=[CH:6][CH:5]=1)(=[O:10])[CH3:9]. The yield is 1.00.